The task is: Predict which catalyst facilitates the given reaction.. This data is from Catalyst prediction with 721,799 reactions and 888 catalyst types from USPTO. (1) Reactant: Cl[C:2]1[C:3]2[C:11]([CH3:12])=[C:10]([CH3:13])[N:9]([C:14]3[C:19]([Br:20])=[CH:18][C:17]([C:21]([F:24])([F:23])[F:22])=[CH:16][C:15]=3[Br:25])[C:4]=2[N:5]=[C:6]([CH3:8])[N:7]=1.[CH2:26]1[O:35][C:29]2([CH2:34][CH2:33][NH:32][CH2:31][CH2:30]2)[O:28][CH2:27]1.C(OCC)(=O)C. Product: [Br:25][C:15]1[CH:16]=[C:17]([C:21]([F:24])([F:23])[F:22])[CH:18]=[C:19]([Br:20])[C:14]=1[N:9]1[C:4]2[N:5]=[C:6]([CH3:8])[N:7]=[C:2]([N:32]3[CH2:33][CH2:34][C:29]4([O:35][CH2:26][CH2:27][O:28]4)[CH2:30][CH2:31]3)[C:3]=2[C:11]([CH3:12])=[C:10]1[CH3:13]. The catalyst class is: 196. (2) Reactant: N1C=CC=CC=1.[N+:7]([C:10]1[CH:20]=[CH:19][CH:18]=[CH:17][C:11]=1[CH2:12][NH:13][CH2:14][C:15]#[N:16])([O-:9])=[O:8].Cl[C:22]([O:24][CH2:25][CH3:26])=[O:23]. The catalyst class is: 2. Product: [N+:7]([C:10]1[CH:20]=[CH:19][CH:18]=[CH:17][C:11]=1[CH2:12][N:13]([CH2:14][C:15]#[N:16])[C:22](=[O:23])[O:24][CH2:25][CH3:26])([O-:9])=[O:8]. (3) Reactant: C(OC([N:8]([O:33]C(OC(C)(C)C)=O)[CH2:9][CH2:10][CH2:11][C:12]1[C:17]([C:18]([O:20][CH3:21])=[O:19])=[N:16][CH:15]=[C:14]2[N:22]([CH2:25][C:26]3[CH:31]=[CH:30][C:29]([F:32])=[CH:28][CH:27]=3)[CH:23]=[CH:24][C:13]=12)=O)(C)(C)C.C(O)(C(F)(F)F)=O. Product: [F:32][C:29]1[CH:28]=[CH:27][C:26]([CH2:25][N:22]2[C:14]3=[CH:15][N:16]=[C:17]([C:18]([O:20][CH3:21])=[O:19])[C:12]([CH2:11][CH2:10][CH2:9][NH:8][OH:33])=[C:13]3[CH:24]=[CH:23]2)=[CH:31][CH:30]=1. The catalyst class is: 2.